Dataset: Full USPTO retrosynthesis dataset with 1.9M reactions from patents (1976-2016). Task: Predict the reactants needed to synthesize the given product. (1) Given the product [CH3:2][O:3][C:4](=[O:17])[CH:5]([NH:16][C:24]([O:25][CH2:26][C:27]1[CH:32]=[CH:31][CH:30]=[CH:29][CH:28]=1)=[O:33])[CH2:6][CH2:7][CH2:8][C:9]([F:14])([F:15])[C:10]([F:11])([F:12])[F:13], predict the reactants needed to synthesize it. The reactants are: Cl.[CH3:2][O:3][C:4](=[O:17])[CH:5]([NH2:16])[CH2:6][CH2:7][CH2:8][C:9]([F:15])([F:14])[C:10]([F:13])([F:12])[F:11].C(=O)([O-])[O-].[K+].[K+].[C:24](Cl)(=[O:33])[O:25][CH2:26][C:27]1[CH:32]=[CH:31][CH:30]=[CH:29][CH:28]=1. (2) Given the product [N:2]1([NH:11][C:12]([C:14]2[CH2:19][CH2:18][CH2:17][N:16]([CH3:20])[CH:15]=2)=[O:13])[C:10]2[C:5](=[CH:6][CH:7]=[CH:8][CH:9]=2)[CH2:4][CH2:3]1, predict the reactants needed to synthesize it. The reactants are: [I-].[N:2]1([NH:11][C:12]([C:14]2[CH:15]=[N+:16]([CH3:20])[CH:17]=[CH:18][CH:19]=2)=[O:13])[C:10]2[C:5](=[CH:6][CH:7]=[CH:8][CH:9]=2)[CH2:4][CH2:3]1.C(N(CC)CC)C.